This data is from Full USPTO retrosynthesis dataset with 1.9M reactions from patents (1976-2016). The task is: Predict the reactants needed to synthesize the given product. (1) Given the product [Cl:20][C:14]1[CH:15]=[CH:16][CH:17]=[C:18]([CH3:19])[C:13]=1[S:10]([NH:9][C:4]1[C:5]([Cl:8])=[N:6][CH:7]=[C:2]([C:30]2[CH:29]=[CH:28][C:26]3[N:27]=[C:23]([NH:22][CH3:21])[S:24][C:25]=3[CH:31]=2)[CH:3]=1)(=[O:12])=[O:11], predict the reactants needed to synthesize it. The reactants are: Br[C:2]1[CH:3]=[C:4]([NH:9][S:10]([C:13]2[C:18]([CH3:19])=[CH:17][CH:16]=[CH:15][C:14]=2[Cl:20])(=[O:12])=[O:11])[C:5]([Cl:8])=[N:6][CH:7]=1.[CH3:21][NH:22][C:23]1[S:24][C:25]2[CH:31]=[C:30](B3OC(C)(C)C(C)(C)O3)[CH:29]=[CH:28][C:26]=2[N:27]=1.C(=O)([O-])[O-].[K+].[K+].O. (2) Given the product [S:19]1[CH:23]=[CH:22][CH:21]=[C:20]1[C:24]1[CH:32]=[CH:31][CH:30]=[CH:29][C:25]=1[C:26]([N:7]1[CH2:6][CH:5]2[CH2:1][N:2]([C:9]3[CH:18]=[N:17][C:16]4[C:11](=[CH:12][CH:13]=[CH:14][CH:15]=4)[N:10]=3)[CH2:3][CH:4]2[CH2:8]1)=[O:27], predict the reactants needed to synthesize it. The reactants are: [CH2:1]1[CH:5]2[CH2:6][NH:7][CH2:8][CH:4]2[CH2:3][N:2]1[C:9]1[CH:18]=[N:17][C:16]2[C:11](=[CH:12][CH:13]=[CH:14][CH:15]=2)[N:10]=1.[S:19]1[CH:23]=[CH:22][CH:21]=[C:20]1[C:24]1[CH:32]=[CH:31][CH:30]=[CH:29][C:25]=1[C:26](O)=[O:27]. (3) Given the product [F:10][C:8]1[CH:9]=[C:4]2[C:5](=[CH:6][CH:7]=1)[N:11]=[C:12]([C:13]([O:15][CH2:16][CH3:17])=[O:14])[NH:1][C:2]2=[O:3], predict the reactants needed to synthesize it. The reactants are: [NH2:1][C:2]([C:4]1[CH:9]=[C:8]([F:10])[CH:7]=[CH:6][C:5]=1[NH:11][C:12](=O)[C:13]([O:15][CH2:16][CH3:17])=[O:14])=[O:3].CC[O-].[Na+].Cl. (4) Given the product [OH:53][C:42]1[C:43](=[O:52])[N:44]([CH2:46][CH2:47][CH2:48][C:49]([OH:51])=[O:50])[CH2:45][C:41]=1[C:39](=[O:40])[N:38]([C:9]1[C:18]2[C:13](=[CH:14][CH:15]=[CH:16][CH:17]=2)[CH:12]=[CH:11][CH:10]=1)[CH2:37][O:31][CH3:30], predict the reactants needed to synthesize it. The reactants are: COC(=O)C(O)=CC(=O)N(OC)C[C:9]1[C:18]2[C:13](=[CH:14][CH:15]=[CH:16][CH:17]=2)[CH:12]=[CH:11][CH:10]=1.C=O.NCCC[C:30](O)=[O:31].ClC1C=C(C=CC=1Cl)[CH2:37][N:38](OC)[C:39]([C:41]1[CH2:45][N:44]([CH2:46][CH2:47][CH2:48][C:49]([OH:51])=[O:50])[C:43](=[O:52])[C:42]=1[OH:53])=[O:40].